Dataset: Forward reaction prediction with 1.9M reactions from USPTO patents (1976-2016). Task: Predict the product of the given reaction. (1) Given the reactants [Cl:1][C:2]([Cl:11])([Cl:10])[C:3](=O)/[CH:4]=[C:5](/OC)\[CH3:6].[C:12]1([NH:18][NH2:19])[CH:17]=[CH:16][CH:15]=[CH:14][CH:13]=1, predict the reaction product. The product is: [CH3:6][C:5]1[CH:4]=[C:3]([C:2]([Cl:11])([Cl:10])[Cl:1])[N:18]([C:12]2[CH:17]=[CH:16][CH:15]=[CH:14][CH:13]=2)[N:19]=1. (2) Given the reactants [NH2:1][CH2:2][C@@H:3]1[CH2:8][CH2:7][CH2:6][N:5]([C:9]([O:11][C:12]([CH3:15])([CH3:14])[CH3:13])=[O:10])[CH2:4]1.C(N(CC)CC)C.Cl[C:24]([O:26][CH2:27][C:28]1[CH:33]=[CH:32][CH:31]=[CH:30][CH:29]=1)=[O:25], predict the reaction product. The product is: [CH2:27]([O:26][C:24](=[O:25])[NH:1][CH2:2][C@@H:3]1[CH2:8][CH2:7][CH2:6][N:5]([C:9]([O:11][C:12]([CH3:15])([CH3:14])[CH3:13])=[O:10])[CH2:4]1)[C:28]1[CH:33]=[CH:32][CH:31]=[CH:30][CH:29]=1. (3) Given the reactants [OH:1][CH2:2][CH2:3][CH2:4][CH2:5][CH2:6][CH2:7][NH:8][C:9](=[O:13])[C:10]([CH3:12])=[CH2:11].C(Cl)Cl.[CH:17]([P:19](=[O:26])([O:23][CH2:24][CH3:25])[O:20][CH2:21][CH3:22])=[CH2:18], predict the reaction product. The product is: [CH2:21]([O:20][P:19]([CH2:17][CH2:18][O:1][CH2:2][CH2:3][CH2:4][CH2:5][CH2:6][CH2:7][NH:8][C:9](=[O:13])[C:10]([CH3:12])=[CH2:11])([O:23][CH2:24][CH3:25])=[O:26])[CH3:22]. (4) Given the reactants C[O:2][C:3](=[O:25])[CH:4]([N:9]1[CH:14]=[CH:13][C:12]([O:15][C:16]2[CH:21]=[CH:20][CH:19]=[C:18]([F:22])[C:17]=2[F:23])=[CH:11][C:10]1=[O:24])[CH2:5][CH:6]([CH3:8])[CH3:7].[OH-].[Na+], predict the reaction product. The product is: [F:23][C:17]1[C:18]([F:22])=[CH:19][CH:20]=[CH:21][C:16]=1[O:15][C:12]1[CH:13]=[CH:14][N:9]([CH:4]([CH2:5][CH:6]([CH3:7])[CH3:8])[C:3]([OH:25])=[O:2])[C:10](=[O:24])[CH:11]=1. (5) Given the reactants [CH:1]1([CH:4]([OH:6])[CH3:5])[CH2:3][CH2:2]1.[H-].[Na+].[CH2:9]([N:16]1[CH2:22][C:21]2[CH:23]=[CH:24][C:25](Cl)=[N:26][C:20]=2[O:19][CH2:18][CH2:17]1)[C:10]1[CH:15]=[CH:14][CH:13]=[CH:12][CH:11]=1.O, predict the reaction product. The product is: [CH2:9]([N:16]1[CH2:22][C:21]2[CH:23]=[CH:24][C:25]([O:6][CH:4]([CH:1]3[CH2:3][CH2:2]3)[CH3:5])=[N:26][C:20]=2[O:19][CH2:18][CH2:17]1)[C:10]1[CH:11]=[CH:12][CH:13]=[CH:14][CH:15]=1. (6) Given the reactants [C:1]12([NH2:11])[CH2:10][CH:5]3[CH2:6][CH:7]([CH2:9][CH:3]([CH2:4]3)[CH2:2]1)[CH2:8]2.[Cl:12][C:13]1[S:17][N:16]=[C:15]([CH2:18]Cl)[N:14]=1, predict the reaction product. The product is: [Cl:12][C:13]1[S:17][N:16]=[C:15]([CH2:18][NH:11][C:1]23[CH2:8][CH:7]4[CH2:6][CH:5]([CH2:4][CH:3]([CH2:9]4)[CH2:2]2)[CH2:10]3)[N:14]=1.